From a dataset of Forward reaction prediction with 1.9M reactions from USPTO patents (1976-2016). Predict the product of the given reaction. (1) Given the reactants [Cl:1][C:2]1[C:3]([N:13]2[CH2:18][CH2:17][NH:16][CH2:15][CH2:14]2)=[N:4][CH:5]=[C:6]([CH:12]=1)[C:7]([O:9][CH2:10][CH3:11])=[O:8].[N:19]([C:22]1[CH:27]=[CH:26][CH:25]=[CH:24][C:23]=1[CH:28]([CH3:30])[CH3:29])=[C:20]=[O:21], predict the reaction product. The product is: [Cl:1][C:2]1[C:3]([N:13]2[CH2:18][CH2:17][N:16]([C:20]([NH:19][C:22]3[CH:27]=[CH:26][CH:25]=[CH:24][C:23]=3[CH:28]([CH3:30])[CH3:29])=[O:21])[CH2:15][CH2:14]2)=[N:4][CH:5]=[C:6]([CH:12]=1)[C:7]([O:9][CH2:10][CH3:11])=[O:8]. (2) Given the reactants [CH2:1]([O:3][C:4]([C:6]1[N:11]=[C:10](Br)[C:9]2[S:13][C:14]([C:16]3[CH:21]=[CH:20][CH:19]=[CH:18][CH:17]=3)=[N:15][C:8]=2[C:7]=1[OH:22])=[O:5])[CH3:2].[CH3:23][Sn](C)(C)C, predict the reaction product. The product is: [CH2:1]([O:3][C:4]([C:6]1[N:11]=[C:10]([CH3:23])[C:9]2[S:13][C:14]([C:16]3[CH:21]=[CH:20][CH:19]=[CH:18][CH:17]=3)=[N:15][C:8]=2[C:7]=1[OH:22])=[O:5])[CH3:2]. (3) Given the reactants [F:1][C:2]([F:7])([F:6])[C:3]([OH:5])=[O:4].[F:8][C:9]([F:14])([F:13])[C:10]([OH:12])=[O:11].FC(F)(F)C(O)=O.[Cl:22][C:23]1[CH:24]=[N:25][C:26]2[NH:27][C:28]3[CH:29]=[N:30][CH:31]=[C:32]([CH:54]=3)[CH2:33][CH2:34][C:35]3[CH:43]=[C:39]([NH:40][C:41]=1[N:42]=2)[CH:38]=[CH:37][C:36]=3[NH:44][C:45](=[O:53])[CH2:46][CH:47]1[CH2:52][CH2:51][NH:50][CH2:49][CH2:48]1.[O:55]1[CH:59]=[CH:58][C:57]([C:60](O)=[O:61])=[N:56]1, predict the reaction product. The product is: [F:1][C:2]([F:7])([F:6])[C:3]([OH:5])=[O:4].[F:8][C:9]([F:14])([F:13])[C:10]([OH:12])=[O:11].[Cl:22][C:23]1[CH:24]=[N:25][C:26]2[NH:27][C:28]3[CH:29]=[N:30][CH:31]=[C:32]([CH:54]=3)[CH2:33][CH2:34][C:35]3[CH:43]=[C:39]([NH:40][C:41]=1[N:42]=2)[CH:38]=[CH:37][C:36]=3[NH:44][C:45](=[O:53])[CH2:46][CH:47]1[CH2:52][CH2:51][N:50]([C:60]([C:57]2[CH:58]=[CH:59][O:55][N:56]=2)=[O:61])[CH2:49][CH2:48]1. (4) Given the reactants [CH2:1]1[C:5]2([CH2:9][CH2:8][NH:7][CH2:6]2)[CH2:4][CH2:3][N:2]1[C:10]1[CH:11]=[N:12][C:13]([O:19][C:20]2[CH:25]=[CH:24][C:23]([O:26][C:27]3[CH:32]=[CH:31][CH:30]=[C:29]([F:33])[CH:28]=3)=[CH:22][CH:21]=2)=[C:14]([CH:18]=1)[C:15]([NH2:17])=[O:16].C(N(CC)C(C)C)(C)C.[C:43](Cl)(=[O:46])[CH:44]=[CH2:45], predict the reaction product. The product is: [C:43]([N:7]1[CH2:8][CH2:9][C:5]2([CH2:1][N:2]([C:10]3[CH:11]=[N:12][C:13]([O:19][C:20]4[CH:21]=[CH:22][C:23]([O:26][C:27]5[CH:32]=[CH:31][CH:30]=[C:29]([F:33])[CH:28]=5)=[CH:24][CH:25]=4)=[C:14]([CH:18]=3)[C:15]([NH2:17])=[O:16])[CH2:3][CH2:4]2)[CH2:6]1)(=[O:46])[CH:44]=[CH2:45]. (5) Given the reactants ClC1N=C(N2C=CC(C(F)(F)F)=N2)C(C2C=C(/C=C/C(O)=O)C=CC=2)=CN=1.Cl[C:29]1[N:34]=[C:33]([N:35]2[C:39]([CH3:40])=[CH:38][C:37]([C:41]([F:44])([F:43])[F:42])=[N:36]2)[C:32]([C:45]2[CH:46]=[C:47](/[CH:51]=[CH:52]/[C:53]([OH:55])=[O:54])[CH:48]=[CH:49][CH:50]=2)=[CH:31][N:30]=1.[NH2:56][C:57]1[CH:58]=[C:59]([CH:62]=[C:63]([O:65][CH3:66])[CH:64]=1)[C:60]#[N:61].C1(P(C2CCCCC2)C2C=CC=CC=2C2C(C(C)C)=CC(C(C)C)=CC=2C(C)C)CCCCC1.C(=O)([O-])[O-].[Na+].[Na+], predict the reaction product. The product is: [C:60]([C:59]1[CH:58]=[C:57]([NH:56][C:29]2[N:34]=[C:33]([N:35]3[C:39]([CH3:40])=[CH:38][C:37]([C:41]([F:42])([F:44])[F:43])=[N:36]3)[C:32]([C:45]3[CH:46]=[C:47](/[CH:51]=[CH:52]/[C:53]([OH:55])=[O:54])[CH:48]=[CH:49][CH:50]=3)=[CH:31][N:30]=2)[CH:64]=[C:63]([O:65][CH3:66])[CH:62]=1)#[N:61]. (6) Given the reactants Cl[C:2]1[N:10]=[C:9]2[C:5]([N:6]=[CH:7][N:8]2[CH:11]([CH3:13])[CH3:12])=[C:4]([C:14]2[CH:15]=[N:16][C:17]([NH2:20])=[N:18][CH:19]=2)[N:3]=1.[NH:21]1[CH2:26][CH2:25][O:24][CH2:23][CH2:22]1, predict the reaction product. The product is: [CH:11]([N:8]1[CH:7]=[N:6][C:5]2[C:9]1=[N:10][C:2]([N:21]1[CH2:26][CH2:25][O:24][CH2:23][CH2:22]1)=[N:3][C:4]=2[C:14]1[CH:15]=[N:16][C:17]([NH2:20])=[N:18][CH:19]=1)([CH3:13])[CH3:12].